This data is from NCI-60 drug combinations with 297,098 pairs across 59 cell lines. The task is: Regression. Given two drug SMILES strings and cell line genomic features, predict the synergy score measuring deviation from expected non-interaction effect. (1) Drug 1: C1CCC(CC1)NC(=O)N(CCCl)N=O. Drug 2: C1=CC(=CC=C1C#N)C(C2=CC=C(C=C2)C#N)N3C=NC=N3. Cell line: MDA-MB-231. Synergy scores: CSS=16.7, Synergy_ZIP=-0.695, Synergy_Bliss=2.18, Synergy_Loewe=-0.284, Synergy_HSA=1.93. (2) Drug 1: COC1=CC(=CC(=C1O)OC)C2C3C(COC3=O)C(C4=CC5=C(C=C24)OCO5)OC6C(C(C7C(O6)COC(O7)C8=CC=CS8)O)O. Drug 2: C1CCC(CC1)NC(=O)N(CCCl)N=O. Cell line: SK-MEL-5. Synergy scores: CSS=18.5, Synergy_ZIP=-6.41, Synergy_Bliss=-0.786, Synergy_Loewe=-9.28, Synergy_HSA=-2.00. (3) Drug 1: CN1CCC(CC1)COC2=C(C=C3C(=C2)N=CN=C3NC4=C(C=C(C=C4)Br)F)OC. Drug 2: CC(C)(C#N)C1=CC(=CC(=C1)CN2C=NC=N2)C(C)(C)C#N. Cell line: RPMI-8226. Synergy scores: CSS=2.49, Synergy_ZIP=4.03, Synergy_Bliss=9.54, Synergy_Loewe=3.62, Synergy_HSA=2.85.